Dataset: Forward reaction prediction with 1.9M reactions from USPTO patents (1976-2016). Task: Predict the product of the given reaction. (1) Given the reactants [Cu](C#N)[C:2]#[N:3].[C-]#N.[Na+].N([O-])=O.[Na+].N[C:14]1[CH:15]=[C:16]([CH:20]=[C:21]([N+:24]([O-:26])=[O:25])[C:22]=1[CH3:23])[C:17]([OH:19])=[O:18].[C-]#N.[Na+].[Cu](C#N)C#N, predict the reaction product. The product is: [C:2]([C:14]1[CH:15]=[C:16]([CH:20]=[C:21]([N+:24]([O-:26])=[O:25])[C:22]=1[CH3:23])[C:17]([OH:19])=[O:18])#[N:3]. (2) Given the reactants [F:1][C:2]1[CH:8]=[C:7](I)[CH:6]=[CH:5][C:3]=1[NH2:4].[C:10]1(=[O:16])[NH:15][CH2:14][CH2:13][CH2:12][CH2:11]1.[O-]P([O-])([O-])=O.[K+].[K+].[K+].N[C@@H]1CCCC[C@H]1N, predict the reaction product. The product is: [NH2:4][C:3]1[CH:5]=[CH:6][C:7]([N:15]2[CH2:14][CH2:13][CH2:12][CH2:11][C:10]2=[O:16])=[CH:8][C:2]=1[F:1]. (3) Given the reactants [O:1]([CH2:8][CH2:9][S:10][CH2:11][C:12]([OH:14])=O)[C:2]1[CH:7]=[CH:6][CH:5]=[CH:4][CH:3]=1.CCOC1N(C(OCC)=O)C2C(=CC=CC=2)C=C1.[NH:33]1[C:41]2[C:36](=[CH:37][CH:38]=[C:39]([C:42]([NH:44][NH2:45])=[O:43])[CH:40]=2)[CH:35]=[CH:34]1.O(CCSCC(NNC(C1C=CC2C=C(CN(C)C)OC=2C=1)=O)=O)C1C=CC=CC=1, predict the reaction product. The product is: [O:1]([CH2:8][CH2:9][S:10][CH2:11][C:12]([NH:45][NH:44][C:42]([C:39]1[CH:40]=[C:41]2[C:36]([CH:35]=[CH:34][NH:33]2)=[CH:37][CH:38]=1)=[O:43])=[O:14])[C:2]1[CH:3]=[CH:4][CH:5]=[CH:6][CH:7]=1. (4) Given the reactants [C:1]1([C:7]([NH:9][CH:10]2[CH2:15][CH:14]([C:16]3[CH:21]=[CH:20][C:19]([C:22]([F:25])([F:24])[F:23])=[CH:18][CH:17]=3)[CH2:13][N:12]([C:26](OC3C=CC([N+]([O-])=O)=CC=3)=[O:27])[CH2:11]2)=[O:8])[CH:6]=[CH:5][CH:4]=[CH:3][CH:2]=1.Cl.[NH2:39][C@@H:40]1[CH2:45][CH2:44][C@H:43]([OH:46])[CH2:42][CH2:41]1.C(=O)([O-])[O-].[K+].[K+], predict the reaction product. The product is: [OH:46][CH:43]1[CH2:44][CH2:45][CH:40]([NH:39][C:26]([N:12]2[CH2:13][CH:14]([C:16]3[CH:21]=[CH:20][C:19]([C:22]([F:25])([F:23])[F:24])=[CH:18][CH:17]=3)[CH2:15][CH:10]([NH:9][C:7]([C:1]3[CH:2]=[CH:3][CH:4]=[CH:5][CH:6]=3)=[O:8])[CH2:11]2)=[O:27])[CH2:41][CH2:42]1. (5) The product is: [NH2:1][C:2]1[NH:7][C:6](=[O:8])[CH:5]=[C:4]([CH2:9][CH2:10][C:11]2[CH:16]=[CH:15][CH:14]=[C:13]([C:32]3[O:33][CH:34]=[CH:35][CH:36]=3)[CH:12]=2)[N:3]=1. Given the reactants [NH2:1][C:2]1[NH:7][C:6](=[O:8])[CH:5]=[C:4]([CH2:9][CH2:10][C:11]2[CH:16]=[CH:15][CH:14]=[C:13](Br)[CH:12]=2)[N:3]=1.C(OC(=O)CC(=O)CCC1C=CC=C([C:32]2[O:33][CH:34]=[CH:35][CH:36]=2)C=1)C, predict the reaction product.